Dataset: Full USPTO retrosynthesis dataset with 1.9M reactions from patents (1976-2016). Task: Predict the reactants needed to synthesize the given product. (1) Given the product [Cl:1][C:2]1[CH:7]=[C:6]([C:36]#[C:35][Si:37]([CH3:40])([CH3:39])[CH3:38])[CH:5]=[CH:4][N:3]=1, predict the reactants needed to synthesize it. The reactants are: [Cl:1][C:2]1[CH:7]=[C:6](I)[CH:5]=[CH:4][N:3]=1.C1(P(C2C=CC=CC=2)C2C=CC=CC=2)C=CC=CC=1.C(N(CC)CC)C.[C:35]([Si:37]([CH3:40])([CH3:39])[CH3:38])#[CH:36]. (2) The reactants are: [CH:1]([C@H:4]1[CH2:8][O:7][C:6](=[O:9])[NH:5]1)([CH3:3])[CH3:2].[Li]CCCC.[C:15](Cl)(=[O:22])[CH2:16][CH2:17][CH2:18][CH2:19][CH2:20][CH3:21]. Given the product [C:15]([N:5]1[C@@H:4]([CH:1]([CH3:3])[CH3:2])[CH2:8][O:7][C:6]1=[O:9])(=[O:22])[CH2:16][CH2:17][CH2:18][CH2:19][CH2:20][CH3:21], predict the reactants needed to synthesize it. (3) Given the product [N:54]([CH2:8][CH2:7][CH:6]([CH2:10][C:11]1[CH:12]=[CH:13][C:14]([O:17][CH2:18][CH2:19][O:20][C:21]2[C:26]([Cl:27])=[CH:25][C:24]([CH3:28])=[CH:23][C:22]=2[Cl:29])=[CH:15][CH:16]=1)[C:5]([N:4]([CH:1]1[CH2:2][CH2:3]1)[CH2:31][C:32]1[CH:37]=[CH:36][CH:35]=[C:34]([Cl:38])[C:33]=1[Cl:39])=[O:30])=[N+:55]=[N-:56], predict the reactants needed to synthesize it. The reactants are: [CH:1]1([N:4]([CH2:31][C:32]2[CH:37]=[CH:36][CH:35]=[C:34]([Cl:38])[C:33]=2[Cl:39])[C:5](=[O:30])[CH:6]([CH2:10][C:11]2[CH:16]=[CH:15][C:14]([O:17][CH2:18][CH2:19][O:20][C:21]3[C:26]([Cl:27])=[CH:25][C:24]([CH3:28])=[CH:23][C:22]=3[Cl:29])=[CH:13][CH:12]=2)[CH2:7][CH2:8]O)[CH2:3][CH2:2]1.CCN(C(C)C)C(C)C.CS(Cl)(=O)=O.[N-:54]=[N+:55]=[N-:56].[Na+]. (4) The reactants are: [N:1]1([C:7]([O:9][C:10]([CH3:13])([CH3:12])[CH3:11])=[O:8])[CH2:6][CH2:5][NH:4][CH2:3][CH2:2]1.[O:14]1[CH2:17][C:16](=O)[CH2:15]1.ClC1C=CC(C2C(C=O)=CC=CC=2)=CC=1. Given the product [O:14]1[CH2:17][CH:16]([N:4]2[CH2:3][CH2:2][C@H:6]([NH:1][C:7](=[O:8])[O:9][C:10]([CH3:11])([CH3:12])[CH3:13])[CH2:5]2)[CH2:15]1, predict the reactants needed to synthesize it. (5) Given the product [N:4]1[NH:5][C:6]([CH:9]=[CH:17][C:13]#[N:11])=[CH:7][CH:8]=1, predict the reactants needed to synthesize it. The reactants are: [PH4+].[H-].[Na+].[NH:4]1[CH:8]=[CH:7][C:6]([CH:9]=O)=[N:5]1.[NH4+:11].[Cl-].[CH2:13]1[CH2:17]OCC1. (6) Given the product [Cl:1][C:2]1[CH:3]=[C:4]([NH:9][C:10]2[N:14]=[C:13]([NH:15][CH2:34][C:33]3[CH:36]=[CH:37][CH:38]=[C:31]([C:30]([F:29])([F:39])[F:40])[CH:32]=3)[NH:12][N:11]=2)[CH:5]=[C:6]([Cl:8])[CH:7]=1, predict the reactants needed to synthesize it. The reactants are: [Cl:1][C:2]1[CH:3]=[C:4]([NH:9][C:10]2[N:14]=[C:13]([NH2:15])[NH:12][N:11]=2)[CH:5]=[C:6]([Cl:8])[CH:7]=1.ClC1C=C(N=C=S)C=C(Cl)C=1C#N.[F:29][C:30]([F:40])([F:39])[C:31]1[CH:32]=[C:33]([CH:36]=[CH:37][CH:38]=1)[CH:34]=O.[BH4-].[Na+]. (7) Given the product [CH2:8]([C:10]([C:13]1[CH:18]=[CH:17][C:16]([OH:19])=[C:15]([CH3:20])[CH:14]=1)([C:21]1[CH:26]=[CH:25][C:24]([C:37]#[C:36][C:38]2([OH:44])[CH2:43][CH2:42][CH2:41][CH2:40][CH2:39]2)=[C:23]([CH3:35])[CH:22]=1)[CH2:11][CH3:12])[CH3:9], predict the reactants needed to synthesize it. The reactants are: C(N(CC)CC)C.[CH2:8]([C:10]([C:21]1[CH:26]=[CH:25][C:24](OS(C(F)(F)F)(=O)=O)=[C:23]([CH3:35])[CH:22]=1)([C:13]1[CH:18]=[CH:17][C:16]([OH:19])=[C:15]([CH3:20])[CH:14]=1)[CH2:11][CH3:12])[CH3:9].[C:36]([C:38]1([OH:44])[CH2:43][CH2:42][CH2:41][CH2:40][CH2:39]1)#[CH:37]. (8) Given the product [CH:9]1([CH2:15][C:16](=[NH:17])[NH:2][OH:3])[CH2:14][CH2:13][CH2:12][CH2:11][CH2:10]1, predict the reactants needed to synthesize it. The reactants are: Cl.[NH2:2][OH:3].C(=O)(O)[O-].[Na+].[CH:9]1([CH2:15][C:16]#[N:17])[CH2:14][CH2:13][CH2:12][CH2:11][CH2:10]1.C1(C)C=CC=CC=1. (9) Given the product [F:1][C:2]([F:10])([F:11])[C:3]1[CH:4]=[C:5]([NH:6][C:19]([C:21]2[C:22]3[CH:29]=[CH:28][C:27]([O:30][C:31]4[CH:36]=[CH:35][N:34]=[C:33]([NH2:37])[N:32]=4)=[CH:26][C:23]=3[S:24][CH:25]=2)=[O:18])[CH:7]=[CH:8][CH:9]=1, predict the reactants needed to synthesize it. The reactants are: [F:1][C:2]([F:11])([F:10])[C:3]1[CH:4]=[C:5]([CH:7]=[CH:8][CH:9]=1)[NH2:6].C[Al](C)C.C([O:18][C:19]([C:21]1[C:22]2[CH:29]=[CH:28][C:27]([O:30][C:31]3[CH:36]=[CH:35][N:34]=[C:33]([NH2:37])[N:32]=3)=[CH:26][C:23]=2[S:24][CH:25]=1)=O)C.[NH4+].[Cl-].